Predict the reactants needed to synthesize the given product. From a dataset of Full USPTO retrosynthesis dataset with 1.9M reactions from patents (1976-2016). (1) Given the product [Cl:3][C:4]1[CH:5]=[N:6][C:7]([N:10]2[CH2:15][CH2:14][CH:13]([CH:16]3[CH2:18][C:17]3([CH2:19][OH:20])[C:24]#[N:25])[CH2:12][CH2:11]2)=[N:8][CH:9]=1, predict the reactants needed to synthesize it. The reactants are: [BH4-].[Na+].[Cl:3][C:4]1[CH:5]=[N:6][C:7]([N:10]2[CH2:15][CH2:14][CH:13]([CH:16]3[CH2:18][C:17]3([C:24]#[N:25])[C:19](OCC)=[O:20])[CH2:12][CH2:11]2)=[N:8][CH:9]=1. (2) The reactants are: [Br:1][C:2]1[CH:3]=[CH:4][C:5]([F:11])=[C:6]([C:8](=[S:10])[NH2:9])[CH:7]=1.Br[CH2:13][C:14](=O)[C:15]([O:17][CH2:18][CH3:19])=[O:16]. Given the product [Br:1][C:2]1[CH:3]=[CH:4][C:5]([F:11])=[C:6]([C:8]2[S:10][CH:13]=[C:14]([C:15]([O:17][CH2:18][CH3:19])=[O:16])[N:9]=2)[CH:7]=1, predict the reactants needed to synthesize it. (3) The reactants are: [CH2:1]([C:5]1[N:10]=[C:9]([OH:11])[CH:8]=[CH:7][CH:6]=1)[CH2:2][CH2:3][CH3:4].[F:12][C:13]([F:26])([F:25])[S:14](O[S:14]([C:13]([F:26])([F:25])[F:12])(=[O:16])=[O:15])(=[O:16])=[O:15]. Given the product [F:12][C:13]([F:26])([F:25])[S:14]([O:11][C:9]1[CH:8]=[CH:7][CH:6]=[C:5]([CH2:1][CH2:2][CH2:3][CH3:4])[N:10]=1)(=[O:16])=[O:15], predict the reactants needed to synthesize it. (4) Given the product [CH3:3][C:2]1([CH3:12])[O:1][C@H:5]([CH2:4][OH:14])[CH2:6][CH2:7]1, predict the reactants needed to synthesize it. The reactants are: [OH2:1].[C:2]1([CH3:12])[CH:7]=[CH:6][C:5](S(O)(=O)=O)=[CH:4][CH:3]=1.C[OH:14]. (5) The reactants are: [NH2:1][C@H:2]([C:15]([NH:17][C:18]1[CH:19]=[N:20][N:21]([CH3:24])[C:22]=1[NH2:23])=[O:16])[CH2:3][CH2:4][CH2:5][CH2:6][NH:7][C:8](=[O:14])[O:9][C:10]([CH3:13])([CH3:12])[CH3:11].C(N(CC)CC)C.[C:32]([O:36][C:37]([NH:39][CH2:40][CH2:41][C:42](ON1C(=O)CCC1=O)=[O:43])=[O:38])([CH3:35])([CH3:34])[CH3:33]. Given the product [NH2:23][C:22]1[N:21]([CH3:24])[N:20]=[CH:19][C:18]=1[NH:17][C:15](=[O:16])[C@@H:2]([NH:1][C:42](=[O:43])[CH2:41][CH2:40][NH:39][C:37]([O:36][C:32]([CH3:34])([CH3:33])[CH3:35])=[O:38])[CH2:3][CH2:4][CH2:5][CH2:6][NH:7][C:8](=[O:14])[O:9][C:10]([CH3:13])([CH3:12])[CH3:11], predict the reactants needed to synthesize it. (6) Given the product [F:19][C:20]([F:36])([F:37])[C:21]1[CH:22]=[C:23]([O:27][C:28]2[CH:29]=[C:30]([CH2:31][NH:32][C:11](=[O:13])[C:10]3[CH:14]=[CH:15][C:16]([CH3:18])=[N:17][C:9]=3[NH2:8])[CH:33]=[CH:34][CH:35]=2)[CH:24]=[CH:25][CH:26]=1, predict the reactants needed to synthesize it. The reactants are: C(N(CC)CC)C.[NH2:8][C:9]1[N:17]=[C:16]([CH3:18])[CH:15]=[CH:14][C:10]=1[C:11]([OH:13])=O.[F:19][C:20]([F:37])([F:36])[C:21]1[CH:22]=[C:23]([O:27][C:28]2[CH:29]=[C:30]([CH:33]=[CH:34][CH:35]=2)[CH2:31][NH2:32])[CH:24]=[CH:25][CH:26]=1.CN([P+](ON1N=NC2C=CC=CC1=2)(N(C)C)N(C)C)C.F[P-](F)(F)(F)(F)F. (7) Given the product [NH:23]1[C:22]2[CH:29]=[CH:18][CH:19]=[CH:20][C:21]=2[N:25]=[C:24]1[C:26]([NH2:28])=[O:27], predict the reactants needed to synthesize it. The reactants are: FC(F)(F)C1C=CC(NC2N=C3C=CC=C([C:18]4[CH:19]=[CH:20][C:21]5[N:25]=[C:24]([C:26]([NH2:28])=[O:27])[NH:23][C:22]=5[CH:29]=4)N3N=2)=CC=1.OO.[OH-].[Na+].FC(F)(F)C(O)=O. (8) Given the product [CH:36]1([N:9]([CH:6]2[CH2:7][CH2:8]2)[C:10]([C:12]2[N:33]([CH2:34][CH3:35])[C:15]3=[N:16][C:17]([NH:24][C:25]4[S:26][C:27]([C:30]([N:1]5[CH2:5][CH2:4][CH2:3][CH2:2]5)=[O:31])=[CH:28][N:29]=4)=[C:18]4[N:22]=[CH:21][N:20]([CH3:23])[C:19]4=[C:14]3[CH:13]=2)=[O:11])[CH2:37][CH2:38]1, predict the reactants needed to synthesize it. The reactants are: [NH:1]1[CH2:5][CH2:4][CH2:3][CH2:2]1.[CH:6]1([N:9]([CH:36]2[CH2:38][CH2:37]2)[C:10]([C:12]2[N:33]([CH2:34][CH3:35])[C:15]3=[N:16][C:17]([NH:24][C:25]4[S:26][C:27]([C:30](O)=[O:31])=[CH:28][N:29]=4)=[C:18]4[N:22]=[CH:21][N:20]([CH3:23])[C:19]4=[C:14]3[CH:13]=2)=[O:11])[CH2:8][CH2:7]1. (9) Given the product [Cl:24][C:25]1[CH:26]=[C:27]2[C:10]3([CH2:15][CH2:14][N:13]([C:16]([O:18][C:19]([CH3:22])([CH3:21])[CH3:20])=[O:17])[CH2:12][CH2:11]3)[CH:8]=[N:31][C:28]2=[CH:29][CH:30]=1, predict the reactants needed to synthesize it. The reactants are: C(O)(C(F)(F)F)=O.[CH:8]([CH:10]1[CH2:15][CH2:14][N:13]([C:16]([O:18][C:19]([CH3:22])([CH3:21])[CH3:20])=[O:17])[CH2:12][CH2:11]1)=O.Cl.[Cl:24][C:25]1[CH:30]=[CH:29][C:28]([NH:31]N)=[CH:27][CH:26]=1.C(O)C.